Dataset: Forward reaction prediction with 1.9M reactions from USPTO patents (1976-2016). Task: Predict the product of the given reaction. (1) The product is: [Cl:44][CH2:43][CH2:42][CH2:41][CH2:40][O:1][C:2]1[CH:7]=[CH:6][C:5]([CH:8]2[CH:13]([C:14]3[CH:19]=[CH:18][C:17]([O:20][CH:21]4[CH2:26][CH2:25][CH2:24][CH2:23][O:22]4)=[CH:16][CH:15]=3)[C:12](=[O:27])[C:11]3[CH:28]=[CH:29][C:30]([O:32][CH:33]4[CH2:38][CH2:37][CH2:36][CH2:35][O:34]4)=[CH:31][C:10]=3[O:9]2)=[CH:4][CH:3]=1. Given the reactants [OH:1][C:2]1[CH:7]=[CH:6][C:5]([CH:8]2[CH:13]([C:14]3[CH:19]=[CH:18][C:17]([O:20][CH:21]4[CH2:26][CH2:25][CH2:24][CH2:23][O:22]4)=[CH:16][CH:15]=3)[C:12](=[O:27])[C:11]3[CH:28]=[CH:29][C:30]([O:32][CH:33]4[CH2:38][CH2:37][CH2:36][CH2:35][O:34]4)=[CH:31][C:10]=3[O:9]2)=[CH:4][CH:3]=1.Br[CH2:40][CH2:41][CH2:42][CH2:43][Cl:44].C(=O)([O-])[O-].[K+].[K+], predict the reaction product. (2) Given the reactants S(Cl)([Cl:3])=O.[N:5]1[C:14]2[C:9](=[CH:10][CH:11]=[CH:12][CH:13]=2)[C:8]([N:15]2[CH2:20][CH2:19][CH:18]([C:21]([OH:23])=O)[CH2:17][CH2:16]2)=[N:7][CH:6]=1, predict the reaction product. The product is: [ClH:3].[N:5]1[C:14]2[C:9](=[CH:10][CH:11]=[CH:12][CH:13]=2)[C:8]([N:15]2[CH2:20][CH2:19][CH:18]([C:21]([Cl:3])=[O:23])[CH2:17][CH2:16]2)=[N:7][CH:6]=1. (3) Given the reactants I.CS[C:4]1[NH:13][CH2:12][C:11]2[C:6](=[CH:7][CH:8]=[CH:9][CH:10]=2)[N:5]=1.[NH2:14][C@H:15]1[C:23]2[C:18](=[CH:19][CH:20]=[CH:21][CH:22]=2)[CH2:17][CH2:16]1, predict the reaction product. The product is: [N:5]1[C:6]2[C:11](=[CH:10][CH:9]=[CH:8][CH:7]=2)[CH2:12][NH:13][C:4]=1[NH:14][C@H:15]1[C:23]2[C:18](=[CH:19][CH:20]=[CH:21][CH:22]=2)[CH2:17][CH2:16]1. (4) Given the reactants Br[C:2]1[C:10]2[O:9][C:8]([C:11]3[CH:16]=[CH:15][C:14]([O:17]C)=[CH:13][CH:12]=3)=[N:7][C:6]=2[CH:5]=[C:4]([O:19]C)[CH:3]=1.C([Sn](CCCC)(CCCC)[C:26]1[S:27][CH:28]=[CH:29][CH:30]=1)CCC, predict the reaction product. The product is: [OH:17][C:14]1[CH:13]=[CH:12][C:11]([C:8]2[O:9][C:10]3[C:2]([C:26]4[S:27][CH:28]=[CH:29][CH:30]=4)=[CH:3][C:4]([OH:19])=[CH:5][C:6]=3[N:7]=2)=[CH:16][CH:15]=1. (5) The product is: [CH2:18]([O:17][C:15](=[O:16])[CH2:14][N:7]([CH2:8][C:9]([OH:11])=[O:10])[C:1]1[CH:2]=[CH:3][CH:4]=[CH:5][CH:6]=1)[CH3:19]. Given the reactants [C:1]1([N:7]([CH2:14][C:15]([O:17][CH2:18][C:19]2C=CC=CC=2)=[O:16])[CH2:8][C:9]([O:11]CC)=[O:10])[CH:6]=[CH:5][CH:4]=[CH:3][CH:2]=1, predict the reaction product. (6) The product is: [Cl:30][C:31]1[CH:32]=[CH:33][C:34]([C@H:37]2[CH2:41][CH2:40][CH2:39][C@H:38]2[NH:42][C:24]([C:23]2[CH:22]=[C:21]([C:18]3[CH:19]=[CH:20][C:10]4[O:9][C:8]([C:5]5[CH:6]=[CH:7][C:2]([F:1])=[CH:3][CH:4]=5)=[C:12]([C:13]([NH:14][CH3:15])=[O:16])[C:11]=4[CH:17]=3)[CH:29]=[CH:28][CH:27]=2)=[O:25])=[CH:35][CH:36]=1. Given the reactants [F:1][C:2]1[CH:7]=[CH:6][C:5]([C:8]2[O:9][C:10]3[CH:20]=[CH:19][C:18]([C:21]4[CH:22]=[C:23]([CH:27]=[CH:28][CH:29]=4)[C:24](O)=[O:25])=[CH:17][C:11]=3[C:12]=2[C:13](=[O:16])[NH:14][CH3:15])=[CH:4][CH:3]=1.[Cl:30][C:31]1[CH:36]=[CH:35][C:34]([C@H:37]2[CH2:41][CH2:40][CH2:39][C@H:38]2[NH2:42])=[CH:33][CH:32]=1.CN(C(ON1N=NC2C=CC=NC1=2)=[N+](C)C)C.F[P-](F)(F)(F)(F)F.CCN(C(C)C)C(C)C, predict the reaction product. (7) Given the reactants [NH2:1][C:2]1[CH:7]=[CH:6][CH:5]=[CH:4][C:3]=1[C:8](=[O:10])[CH3:9].C1C(=O)N([I:18])C(=O)C1, predict the reaction product. The product is: [NH2:1][C:2]1[CH:7]=[CH:6][C:5]([I:18])=[CH:4][C:3]=1[C:8](=[O:10])[CH3:9]. (8) Given the reactants [Cl:1][C:2]1[CH:3]=[C:4]2[CH:10]=[C:9]([C:11]([OH:13])=O)[NH:8][C:5]2=[N:6][CH:7]=1.Cl.[C:15]([O:19][C:20](=[O:31])[C@@H:21]([NH2:30])[CH2:22][C:23]1[CH:28]=[CH:27][C:26]([F:29])=[CH:25][CH:24]=1)([CH3:18])([CH3:17])[CH3:16].C1C=CC2N(O)N=NC=2C=1.CCN(C(C)C)C(C)C.CCN=C=NCCCN(C)C, predict the reaction product. The product is: [C:15]([O:19][C:20](=[O:31])[C@@H:21]([NH:30][C:11]([C:9]1[NH:8][C:5]2=[N:6][CH:7]=[C:2]([Cl:1])[CH:3]=[C:4]2[CH:10]=1)=[O:13])[CH2:22][C:23]1[CH:24]=[CH:25][C:26]([F:29])=[CH:27][CH:28]=1)([CH3:18])([CH3:16])[CH3:17].